The task is: Predict the reactants needed to synthesize the given product.. This data is from Full USPTO retrosynthesis dataset with 1.9M reactions from patents (1976-2016). (1) Given the product [C:6]([C:14]1[CH:15]=[C:16]([C:20](=[N:23][OH:24])[C:21]#[N:22])[CH:17]=[CH:18][CH:19]=1)(=[O:13])[C:7]1[CH:8]=[CH:9][CH:10]=[CH:11][CH:12]=1, predict the reactants needed to synthesize it. The reactants are: [O-]CC.[Na+].[Na].[C:6]([C:14]1[CH:15]=[C:16]([CH2:20][C:21]#[N:22])[CH:17]=[CH:18][CH:19]=1)(=[O:13])[C:7]1[CH:12]=[CH:11][CH:10]=[CH:9][CH:8]=1.[N:23](OCCC(C)C)=[O:24]. (2) Given the product [NH2:18][C:9]1[C:8]2[N:7]=[C:6]([CH2:19][CH2:20][O:21][CH3:22])[N:5]([CH2:4][C:3]([CH3:24])([CH3:23])[CH2:2][NH:1][C:32]([NH:31][C:25]3[CH:30]=[CH:29][CH:28]=[CH:27][CH:26]=3)=[O:33])[C:17]=2[C:16]2[CH:15]=[CH:14][CH:13]=[CH:12][C:11]=2[N:10]=1, predict the reactants needed to synthesize it. The reactants are: [NH2:1][CH2:2][C:3]([CH3:24])([CH3:23])[CH2:4][N:5]1[C:17]2[C:16]3[CH:15]=[CH:14][CH:13]=[CH:12][C:11]=3[N:10]=[C:9]([NH2:18])[C:8]=2[N:7]=[C:6]1[CH2:19][CH2:20][O:21][CH3:22].[C:25]1([N:31]=[C:32]=[O:33])[CH:30]=[CH:29][CH:28]=[CH:27][CH:26]=1. (3) Given the product [CH2:1]([CH:4]1[N:8]([C:28](=[O:29])[C@@H:27]([NH:26][C:24]([O:23][C:19]([CH3:22])([CH3:21])[CH3:20])=[O:25])[CH2:31][CH:32]=[CH2:33])[C@H:7]([C:9]([O:11][CH2:12][C:13]2[CH:14]=[CH:15][CH:16]=[CH:17][CH:18]=2)=[O:10])[CH2:6][CH2:5]1)[CH:2]=[CH2:3], predict the reactants needed to synthesize it. The reactants are: [CH2:1]([CH:4]1[NH:8][C@H:7]([C:9]([O:11][CH2:12][C:13]2[CH:18]=[CH:17][CH:16]=[CH:15][CH:14]=2)=[O:10])[CH2:6][CH2:5]1)[CH:2]=[CH2:3].[C:19]([O:23][C:24]([NH:26][C@@H:27]([CH2:31][CH:32]=[CH2:33])[C:28](O)=[O:29])=[O:25])([CH3:22])([CH3:21])[CH3:20].CCN=C=NCCCN(C)C.Cl.C1C=CC2N(O)N=NC=2C=1.CCN(C(C)C)C(C)C. (4) Given the product [CH3:1][O:2][C:3](=[O:18])/[C:4](/[NH2:23])=[CH:5]/[C:6](=[O:16])/[CH:7]=[CH:8]/[C:9]1[CH:14]=[CH:13][C:12]([Cl:15])=[CH:11][CH:10]=1, predict the reactants needed to synthesize it. The reactants are: [CH3:1][O:2][C:3](=[O:18])[C:4](=O)[CH2:5][C:6](=[O:16])/[CH:7]=[CH:8]/[C:9]1[CH:14]=[CH:13][C:12]([Cl:15])=[CH:11][CH:10]=1.C([O-])(=O)C.[NH4+:23]. (5) The reactants are: [Cl:1][C:2]1[CH:3]=[C:4]([C@@H:12]([N:14]2[CH2:18][CH:17]=[C:16]([C:19]3([C:25]4[CH:30]=[CH:29][C:28]([F:31])=[CH:27][CH:26]=4)[CH2:24][CH2:23][NH:22][CH2:21][CH2:20]3)[C:15]2=[O:32])[CH3:13])[C:5]2[C:10]([CH:11]=1)=[CH:9][CH:8]=[CH:7][CH:6]=2.[BH-](OC(C)=O)(OC(C)=O)O[C:35](C)=O.[Na+]. Given the product [Cl:1][C:2]1[CH:3]=[C:4]([C@@H:12]([N:14]2[CH2:18][CH:17]=[C:16]([C:19]3([C:25]4[CH:30]=[CH:29][C:28]([F:31])=[CH:27][CH:26]=4)[CH2:24][CH2:23][N:22]([CH3:35])[CH2:21][CH2:20]3)[C:15]2=[O:32])[CH3:13])[C:5]2[C:10]([CH:11]=1)=[CH:9][CH:8]=[CH:7][CH:6]=2, predict the reactants needed to synthesize it. (6) Given the product [C:1]([O:5][C:6]([N:8]1[C@@H:16]2[C@@H:11]([CH2:12][CH2:13][CH2:14][CH2:15]2)[CH2:10][C@H:9]1[CH2:17][NH:30][CH2:29][C:28]([CH3:31])=[CH:27][C:21]1[CH:22]=[CH:23][C:24]([F:26])=[CH:25][C:20]=1[F:19])=[O:7])([CH3:4])([CH3:3])[CH3:2], predict the reactants needed to synthesize it. The reactants are: [C:1]([O:5][C:6]([N:8]1[C@@H:16]2[C@@H:11]([CH2:12][CH2:13][CH2:14][CH2:15]2)[CH2:10][C@H:9]1[CH:17]=O)=[O:7])([CH3:4])([CH3:3])[CH3:2].[F:19][C:20]1[CH:25]=[C:24]([F:26])[CH:23]=[CH:22][C:21]=1/[CH:27]=[C:28](\[CH3:31])/[CH2:29][NH2:30].C(O[BH-](OC(=O)C)OC(=O)C)(=O)C.[Na+].